This data is from Reaction yield outcomes from USPTO patents with 853,638 reactions. The task is: Predict the reaction yield, written as a fraction of the theoretical maximum amount of product (1.0 means a 100% yield; for example, 0.34 means a 34% yield). (1) The reactants are [Cl:1][C:2]1[CH:8]=[CH:7][C:6]([N+:9]([O-:11])=[O:10])=[CH:5][C:3]=1[NH2:4].O=[C:13]1[CH2:18][CH2:17][N:16]([C:19]([O:21][C:22]([CH3:25])([CH3:24])[CH3:23])=[O:20])[CH2:15][CH2:14]1.C(O)(=O)C.C(O[BH-](OC(=O)C)OC(=O)C)(=O)C.[Na+]. The catalyst is ClC(Cl)C.O.[OH-].[Na+]. The product is [Cl:1][C:2]1[CH:8]=[CH:7][C:6]([N+:9]([O-:11])=[O:10])=[CH:5][C:3]=1[NH:4][CH:13]1[CH2:18][CH2:17][N:16]([C:19]([O:21][C:22]([CH3:25])([CH3:24])[CH3:23])=[O:20])[CH2:15][CH2:14]1. The yield is 0.611. (2) The reactants are Cl[C:2]1[N:3]=[C:4]([N:12]2[CH2:17][CH2:16][O:15][CH2:14][C@@H:13]2[CH3:18])[C:5]2[CH2:11][S:10][CH2:9][CH2:8][C:6]=2[N:7]=1.[CH:19]1([NH:22][C:23]([NH:25][C:26]2[CH:31]=[CH:30][C:29](B3OC(C)(C)C(C)(C)O3)=[CH:28][CH:27]=2)=[O:24])[CH2:21][CH2:20]1.C([O-])([O-])=O.[Na+].[Na+]. The catalyst is COCCOC.O.C1C=CC(P(C2C=CC=CC=2)[C-]2C=CC=C2)=CC=1.C1C=CC(P(C2C=CC=CC=2)[C-]2C=CC=C2)=CC=1.Cl[Pd]Cl.[Fe+2]. The product is [CH:19]1([NH:22][C:23]([NH:25][C:26]2[CH:31]=[CH:30][C:29]([C:2]3[N:3]=[C:4]([N:12]4[CH2:17][CH2:16][O:15][CH2:14][C@@H:13]4[CH3:18])[C:5]4[CH2:11][S:10][CH2:9][CH2:8][C:6]=4[N:7]=3)=[CH:28][CH:27]=2)=[O:24])[CH2:21][CH2:20]1. The yield is 0.270. (3) The reactants are [CH3:1][O:2][C:3]1([C:10]2[CH:27]=[CH:26][C:25]([C:28]([F:31])([F:30])[F:29])=[CH:24][C:11]=2[CH2:12][O:13][Si](C(C)C)(C(C)C)C(C)C)[CH2:9][CH2:8][CH2:7][CH2:6][CH2:5][CH2:4]1.[F-].C([N+](CCCC)(CCCC)CCCC)CCC. The catalyst is O1CCCC1. The product is [CH3:1][O:2][C:3]1([C:10]2[CH:27]=[CH:26][C:25]([C:28]([F:29])([F:31])[F:30])=[CH:24][C:11]=2[CH2:12][OH:13])[CH2:4][CH2:5][CH2:6][CH2:7][CH2:8][CH2:9]1. The yield is 0.929.